This data is from Reaction yield outcomes from USPTO patents with 853,638 reactions. The task is: Predict the reaction yield, written as a fraction of the theoretical maximum amount of product (1.0 means a 100% yield; for example, 0.34 means a 34% yield). (1) The reactants are [CH3:1][O:2][C:3]1[C:11]([CH3:12])=[C:10]2[C:6]([C:7](=[O:13])[O:8][CH2:9]2)=[C:5]([O:14][CH2:15][CH2:16][Si:17]([CH3:20])([CH3:19])[CH3:18])[C:4]=1[CH2:21]C=O.C1(P(C2C=CC=CC=2)(C2C=CC=CC=2)=[C:31]([CH2:34][CH3:35])[CH:32]=[O:33])C=CC=CC=1.[C:48]1(C)C=CC=CC=1. No catalyst specified. The product is [CH2:34]([C:31](=[CH:48][CH2:21][C:4]1[C:5]([O:14][CH2:15][CH2:16][Si:17]([CH3:20])([CH3:18])[CH3:19])=[C:6]2[C:10](=[C:11]([CH3:12])[C:3]=1[O:2][CH3:1])[CH2:9][O:8][C:7]2=[O:13])[CH:32]=[O:33])[CH3:35]. The yield is 0.830. (2) The reactants are [Br-].[CH3:2]P(C1C=CC=CC=1)(C1C=CC=CC=1)C1C=CC=CC=1.[Li]CCCC.[CH3:27][C:28]1[N:33]=[C:32]([C:34]([C:36]2[N:37]=[CH:38][N:39]([C:41]([C:54]3[CH:59]=[CH:58][CH:57]=[CH:56][CH:55]=3)([C:48]3[CH:53]=[CH:52][CH:51]=[CH:50][CH:49]=3)[C:42]3[CH:47]=[CH:46][CH:45]=[CH:44][CH:43]=3)[CH:40]=2)=O)[CH:31]=[CH:30][CH:29]=1.CCOCC. The catalyst is C1COCC1. The product is [CH3:27][C:28]1[CH:29]=[CH:30][CH:31]=[C:32]([C:34]([C:36]2[N:37]=[CH:38][N:39]([C:41]([C:54]3[CH:59]=[CH:58][CH:57]=[CH:56][CH:55]=3)([C:48]3[CH:53]=[CH:52][CH:51]=[CH:50][CH:49]=3)[C:42]3[CH:47]=[CH:46][CH:45]=[CH:44][CH:43]=3)[CH:40]=2)=[CH2:2])[N:33]=1. The yield is 0.500. (3) The reactants are [CH2:1]([O:8][C:9]1[C:14](=[O:15])[N:13](S(C)(=O)=O)[C:12]([N:20]2[CH2:25][CH2:24][CH:23]([CH2:26]OS(C)(=O)=O)[CH2:22][CH2:21]2)=[N:11][C:10]=1[C:32]([O:34][CH2:35][CH3:36])=[O:33])[C:2]1[CH:7]=[CH:6][CH:5]=[CH:4][CH:3]=1.C([O-])([O-])=O.[K+].[K+].O. The catalyst is C(O)C. The product is [CH2:1]([O:8][C:9]1[C:14](=[O:15])[N:13]2[CH2:26][CH:23]3[CH2:24][CH2:25][N:20]([C:12]2=[N:11][C:10]=1[C:32]([O:34][CH2:35][CH3:36])=[O:33])[CH2:21][CH2:22]3)[C:2]1[CH:3]=[CH:4][CH:5]=[CH:6][CH:7]=1. The yield is 0.370. (4) The reactants are Br[C:2]1[C:3]([CH3:16])=[C:4]([CH3:15])[C:5]2[O:9][C:8]([CH2:11][OH:12])([CH3:10])[CH2:7][C:6]=2[C:13]=1[CH3:14].[CH3:17][C:18]1[CH:23]=[CH:22][C:21]([N:24]2[CH2:29][CH2:28][NH:27][CH2:26][CH2:25]2)=[CH:20][CH:19]=1. No catalyst specified. The product is [CH3:10][C:8]1([CH2:11][OH:12])[CH2:7][C:6]2[C:13]([CH3:14])=[C:2]([N:27]3[CH2:28][CH2:29][N:24]([C:21]4[CH:22]=[CH:23][C:18]([CH3:17])=[CH:19][CH:20]=4)[CH2:25][CH2:26]3)[C:3]([CH3:16])=[C:4]([CH3:15])[C:5]=2[O:9]1. The yield is 0.0600. (5) The reactants are [Cl:1][C:2]1[C:3]([N:17]2[CH2:22][CH2:21][CH2:20][C@@H:19]([N:23](C)[C:24](=O)OC(C)(C)C)[CH2:18]2)=[C:4]2[C:10]([NH:11][C:12]([CH:14]3[CH2:16][CH2:15]3)=[O:13])=[CH:9][NH:8][C:5]2=[N:6][CH:7]=1.C(O)(C(F)(F)F)=O. The catalyst is C(Cl)Cl. The product is [ClH:1].[Cl:1][C:2]1[C:3]([N:17]2[CH2:22][CH2:21][CH2:20][C@@H:19]([NH:23][CH3:24])[CH2:18]2)=[C:4]2[C:10]([NH:11][C:12]([CH:14]3[CH2:15][CH2:16]3)=[O:13])=[CH:9][NH:8][C:5]2=[N:6][CH:7]=1. The yield is 0.850. (6) The reactants are Cl[C:2]1[N:7]=[C:6]([C:8]([O:10][CH3:11])=[O:9])[CH:5]=[CH:4][C:3]=1[C:12]#[C:13][Si:14]([CH3:17])([CH3:16])[CH3:15].C(=O)([O-])[O-].[Cs+].[Cs+].[CH:24]1([NH2:28])[CH2:27][CH2:26][CH2:25]1. The catalyst is O1CCOCC1. The product is [CH:24]1([N:28]2[C:2]3=[N:7][C:6]([C:8]([O:10][CH3:11])=[O:9])=[CH:5][CH:4]=[C:3]3[CH:12]=[C:13]2[Si:14]([CH3:17])([CH3:16])[CH3:15])[CH2:27][CH2:26][CH2:25]1. The yield is 0.170. (7) The reactants are [Br:1]/[CH:2]=[CH:3]\[CH2:4][O:5][C:6]1[CH:7]=[CH:8][C:9]2[N:10](C(=O)C)[C:11]3[C:16]([S:17][C:18]=2[CH:19]=1)=[CH:15][C:14]([N+:20]([O-:22])=[O:21])=[CH:13][CH:12]=3.Cl.C([O-])([O-])=O.[Na+].[Na+]. No catalyst specified. The product is [Br:1]/[CH:2]=[CH:3]\[CH2:4][O:5][C:6]1[CH:7]=[CH:8][C:9]2[NH:10][C:11]3[C:16]([S:17][C:18]=2[CH:19]=1)=[CH:15][C:14]([N+:20]([O-:22])=[O:21])=[CH:13][CH:12]=3. The yield is 0.720. (8) The reactants are C1([C@H](NCC2C=CC=C(C(C)(C)C)C=2O)[C@@H](NCC2C=CC=C(C(C)(C)C)C=2[OH:27])C2C=CC=CC=2)C=CC=CC=1.[Cl:41][C:42]1[CH:43]=[C:44]2[C:48](=[CH:49][CH:50]=1)[C:47](=[O:51])[CH:46]([C:52]([O:54][CH3:55])=[O:53])[CH2:45]2.C(OO)(C)(C)C. The catalyst is C1(C)C=CC=CC=1.C/C(/[O-])=C/C(C)=O.C/C(/[O-])=C/C(C)=O.C/C(/[O-])=C/C(C)=O.C/C(/[O-])=C/C(C)=O.[Zr+4]. The product is [Cl:41][C:42]1[CH:43]=[C:44]2[C:48](=[CH:49][CH:50]=1)[C:47](=[O:51])[C:46]([OH:27])([C:52]([O:54][CH3:55])=[O:53])[CH2:45]2. The yield is 0.850. (9) The reactants are [Cl:1][C:2]1[CH:10]=[CH:9][CH:8]=[C:7]([Si:11]([CH3:14])([CH3:13])[CH3:12])[C:3]=1[C:4](Cl)=[O:5].[CH:15]([NH:18][CH:19]([CH3:21])[CH3:20])([CH3:17])[CH3:16]. The catalyst is C1(C)C=CC=CC=1. The product is [Cl:1][C:2]1[CH:10]=[CH:9][CH:8]=[C:7]([Si:11]([CH3:14])([CH3:13])[CH3:12])[C:3]=1[C:4]([N:18]([CH:19]([CH3:21])[CH3:20])[CH:15]([CH3:17])[CH3:16])=[O:5]. The yield is 0.580. (10) The reactants are Br[C:2]1[C:10]2[C:5](=[N:6][C:7]([NH:11][CH2:12][CH2:13][CH2:14][CH3:15])=[N:8][CH:9]=2)[N:4]([C@H:16]2[CH2:21][CH2:20][C@H:19]([OH:22])[CH2:18][CH2:17]2)[N:3]=1.[CH3:23][N:24]1[CH2:29][CH2:28][N:27]([CH2:30][C:31]2[CH:36]=[CH:35][C:34](B3OC(C)(C)C(C)(C)O3)=[CH:33][CH:32]=2)[CH2:26][CH2:25]1.C(=O)([O-])[O-].[K+].[K+]. The catalyst is O1CCOCC1.O.CCOC(C)=O.C1C=CC([P]([Pd]([P](C2C=CC=CC=2)(C2C=CC=CC=2)C2C=CC=CC=2)([P](C2C=CC=CC=2)(C2C=CC=CC=2)C2C=CC=CC=2)[P](C2C=CC=CC=2)(C2C=CC=CC=2)C2C=CC=CC=2)(C2C=CC=CC=2)C2C=CC=CC=2)=CC=1. The product is [CH2:12]([NH:11][C:7]1[N:6]=[C:5]2[N:4]([C@H:16]3[CH2:21][CH2:20][C@H:19]([OH:22])[CH2:18][CH2:17]3)[N:3]=[C:2]([C:34]3[CH:33]=[CH:32][C:31]([CH2:30][N:27]4[CH2:28][CH2:29][N:24]([CH3:23])[CH2:25][CH2:26]4)=[CH:36][CH:35]=3)[C:10]2=[CH:9][N:8]=1)[CH2:13][CH2:14][CH3:15]. The yield is 0.560.